This data is from Forward reaction prediction with 1.9M reactions from USPTO patents (1976-2016). The task is: Predict the product of the given reaction. (1) The product is: [CH2:17]([O:13][C:12](=[O:14])[CH:11]([C:8]1[CH:7]=[CH:6][C:5]([CH2:1][CH:2]([CH3:4])[CH3:3])=[CH:10][CH:9]=1)[CH3:15])[CH3:18]. Given the reactants [CH2:1]([C:5]1[CH:10]=[CH:9][C:8]([CH:11]([CH3:15])[C:12]([OH:14])=[O:13])=[CH:7][CH:6]=1)[CH:2]([CH3:4])[CH3:3].O.[C:17]1(C)C=CC(S(O)(=O)=O)=C[CH:18]=1, predict the reaction product. (2) Given the reactants CC(C)([O-])C.[K+].[F:7][C:8]1[CH:13]=[CH:12][CH:11]=[CH:10][C:9]=1[CH2:14][C:15]#[N:16].[CH2:17]([O:20][CH2:21][CH2:22]OS(C1C=CC(C)=CC=1)(=O)=O)[CH:18]=[CH2:19].C1OCCOCCOCCOCCOCCOC1.[Cl-].[NH4+], predict the reaction product. The product is: [CH2:17]([O:20][CH2:21][CH2:22][CH:14]([C:9]1[CH:10]=[CH:11][CH:12]=[CH:13][C:8]=1[F:7])[C:15]#[N:16])[CH:18]=[CH2:19]. (3) Given the reactants [N:1]([CH:4]1[CH2:23][N:8]2[C:9]3[C:14]([C:15]([CH2:16][C:17]([O:19]CCC)=[O:18])=[C:7]2[CH2:6][CH2:5]1)=[CH:13][CH:12]=[CH:11][CH:10]=3)=[N+:2]=[N-:3].[CH2:24]([O:27][C:28]1[CH:33]=[CH:32][CH:31]=[CH:30][CH:29]=1)[C:25]#[CH:26], predict the reaction product. The product is: [O:27]([CH2:24][C:25]1[N:1]([CH:4]2[CH2:23][N:8]3[C:9]4[C:14]([C:15]([CH2:16][C:17]([OH:19])=[O:18])=[C:7]3[CH2:6][CH2:5]2)=[CH:13][CH:12]=[CH:11][CH:10]=4)[N:2]=[N:3][CH:26]=1)[C:28]1[CH:33]=[CH:32][CH:31]=[CH:30][CH:29]=1. (4) Given the reactants Br[C:2]1[CH:3]=[C:4]([C:8]2[S:9][CH:10]=[C:11]([C:13]([O:15][CH2:16][CH3:17])=[O:14])[N:12]=2)[CH:5]=[CH:6][CH:7]=1.[C:18]([C@:20]1([OH:27])[CH2:24][CH2:23][N:22]([CH3:25])[C:21]1=[O:26])#[CH:19], predict the reaction product. The product is: [OH:27][C@@:20]1([C:18]#[C:19][C:2]2[CH:3]=[C:4]([C:8]3[S:9][CH:10]=[C:11]([C:13]([O:15][CH2:16][CH3:17])=[O:14])[N:12]=3)[CH:5]=[CH:6][CH:7]=2)[CH2:24][CH2:23][N:22]([CH3:25])[C:21]1=[O:26]. (5) Given the reactants [CH3:1][O:2][C:3]1[CH:4]=[C:5]2[C:10](=[CH:11][C:12]=1[O:13][CH3:14])[C:9]([C:15]#[N:16])=[CH:8][CH2:7][CH2:6]2.C(C1C(=O)C(Cl)=C(Cl)C(=O)C=1C#N)#N.C(OCC)(=O)C, predict the reaction product. The product is: [CH3:1][O:2][C:3]1[CH:4]=[C:5]2[C:10](=[CH:11][C:12]=1[O:13][CH3:14])[C:9]([C:15]#[N:16])=[CH:8][CH:7]=[CH:6]2. (6) Given the reactants [CH3:1][CH2:2][C@@H:3]([C:51]([O-:53])=[O:52])[C@@H:4]1[O:9][C@@H:8]([C@H:10]([C@H:12]([OH:49])[C@@H:13]([C:15]([C@@H:17]([C@H:20]2[O:25][C@@:24]3([O:30][C@:29]4([O:34][C@@:33]([C@@H:36]5[O:41][C@@H:40]([CH3:42])[C@@:39]([OH:45])([CH2:43][CH3:44])[CH2:38][CH2:37]5)([CH3:35])[CH2:32][CH2:31]4)[C@H:28]([OH:46])[CH:27]=[CH:26]3)[C@H:23]([CH3:47])[CH2:22][C@@H:21]2[CH3:48])[CH2:18][CH3:19])=[O:16])[CH3:14])[CH3:11])[C@@H:7]([CH3:50])[CH2:6][CH2:5]1.[Na+:54].C(O)C, predict the reaction product. The product is: [CH3:1][CH2:2][C@@H:3]([C:51]([OH:53])=[O:52])[C@@H:4]1[O:9][C@@H:8]([C@H:10]([C@H:12]([OH:49])[C@@H:13]([C:15]([C@@H:17]([C@H:20]2[O:25][C@@:24]3([O:30][C@:29]4([O:34][C@@:33]([C@@H:36]5[O:41][C@@H:40]([CH3:42])[C@@:39]([OH:45])([CH2:43][CH3:44])[CH2:38][CH2:37]5)([CH3:35])[CH2:32][CH2:31]4)[C@H:28]([OH:46])[CH:27]=[CH:26]3)[C@H:23]([CH3:47])[CH2:22][C@@H:21]2[CH3:48])[CH2:18][CH3:19])=[O:16])[CH3:14])[CH3:11])[C@@H:7]([CH3:50])[CH2:6][CH2:5]1.[CH3:1][CH2:2][C@@H:3]([C:51]([O-:53])=[O:52])[C@@H:4]1[O:9][C@@H:8]([C@H:10]([C@H:12]([OH:49])[C@@H:13]([C:15]([C@@H:17]([C@H:20]2[O:25][C@@:24]3([O:30][C@:29]4([O:34][C@@:33]([C@@H:36]5[O:41][C@@H:40]([CH3:42])[C@@:39]([OH:45])([CH2:43][CH3:44])[CH2:38][CH2:37]5)([CH3:35])[CH2:32][CH2:31]4)[C@H:28]([OH:46])[CH:27]=[CH:26]3)[C@H:23]([CH3:47])[CH2:22][C@@H:21]2[CH3:48])[CH2:18][CH3:19])=[O:16])[CH3:14])[CH3:11])[C@@H:7]([CH3:50])[CH2:6][CH2:5]1.[Na+:54].